Task: Regression. Given a peptide amino acid sequence and an MHC pseudo amino acid sequence, predict their binding affinity value. This is MHC class I binding data.. Dataset: Peptide-MHC class I binding affinity with 185,985 pairs from IEDB/IMGT (1) The peptide sequence is TPGPGTRYPL. The MHC is HLA-A68:01 with pseudo-sequence HLA-A68:01. The binding affinity (normalized) is 0. (2) The peptide sequence is RAFPTAFEF. The binding affinity (normalized) is 0.915. The MHC is Mamu-B3901 with pseudo-sequence Mamu-B3901. (3) The peptide sequence is SSWNSAHEK. The MHC is HLA-A29:02 with pseudo-sequence HLA-A29:02. The binding affinity (normalized) is 0.0847. (4) The peptide sequence is RPRLWRSVI. The MHC is HLA-A02:03 with pseudo-sequence HLA-A02:03. The binding affinity (normalized) is 0.0847. (5) The peptide sequence is RAGFHPTAR. The MHC is Patr-A0301 with pseudo-sequence Patr-A0301. The binding affinity (normalized) is 0.269. (6) The peptide sequence is ASILSRMAY. The MHC is HLA-A03:01 with pseudo-sequence HLA-A03:01. The binding affinity (normalized) is 0.364. (7) The peptide sequence is MEKTHNLMA. The MHC is HLA-A24:03 with pseudo-sequence HLA-A24:03. The binding affinity (normalized) is 0.0847. (8) The peptide sequence is WMMLLIAQA. The MHC is HLA-A68:02 with pseudo-sequence HLA-A68:02. The binding affinity (normalized) is 0.106.